Dataset: Reaction yield outcomes from USPTO patents with 853,638 reactions. Task: Predict the reaction yield, written as a fraction of the theoretical maximum amount of product (1.0 means a 100% yield; for example, 0.34 means a 34% yield). The reactants are [CH3:1][O:2][C:3](=[O:27])[C@@H:4]([NH:16][C:17]([O:19][CH2:20][C:21]1[CH:26]=[CH:25][CH:24]=[CH:23][CH:22]=1)=[O:18])[CH2:5][C:6](=[O:15])[CH2:7]C(OC(C)(C)C)=O.O.C1(C)C=CC(S(O)(=O)=O)=CC=1. The catalyst is C1(C)C=CC=CC=1. The product is [CH3:1][O:2][C:3](=[O:27])[C@@H:4]([NH:16][C:17]([O:19][CH2:20][C:21]1[CH:22]=[CH:23][CH:24]=[CH:25][CH:26]=1)=[O:18])[CH2:5][C:6](=[O:15])[CH3:7]. The yield is 0.800.